From a dataset of Experimentally validated miRNA-target interactions with 360,000+ pairs, plus equal number of negative samples. Binary Classification. Given a miRNA mature sequence and a target amino acid sequence, predict their likelihood of interaction. The miRNA is rno-miR-133a-3p with sequence UUUGGUCCCCUUCAACCAGCUG. The protein sequence of the target gene is MDQVMQFVEPSRQFVKDSIRLVKRCTKPDRKEFQKIAMATAIGFAIMGFIGFFVKLIHIPINNIIVGG. Result: 0 (no interaction).